The task is: Predict which catalyst facilitates the given reaction.. This data is from Catalyst prediction with 721,799 reactions and 888 catalyst types from USPTO. (1) Reactant: [CH:1]1([C:5](Cl)=[O:6])[CH2:4][CH2:3][CH2:2]1.C(N(CC)CC)C.[C:15]([O:19][C:20]([N:22]1[CH2:28][CH2:27][CH2:26][NH:25][CH2:24][CH2:23]1)=[O:21])([CH3:18])([CH3:17])[CH3:16]. Product: [C:15]([O:19][C:20]([N:22]1[CH2:28][CH2:27][CH2:26][N:25]([C:5]([CH:1]2[CH2:4][CH2:3][CH2:2]2)=[O:6])[CH2:24][CH2:23]1)=[O:21])([CH3:18])([CH3:16])[CH3:17]. The catalyst class is: 4. (2) Reactant: [C:1]([NH:8][C@H:9]([C:17]([OH:19])=[O:18])[CH2:10][C:11]1[CH:16]=[CH:15][CH:14]=[CH:13][CH:12]=1)([O:3][C:4]([CH3:7])([CH3:6])[CH3:5])=[O:2].C(Cl)CCl.C(N(CC)CC)C.[C:31]12([CH2:41]O)[CH2:40][CH:35]3[CH2:36][CH:37]([CH2:39][CH:33]([CH2:34]3)[CH2:32]1)[CH2:38]2. Product: [C:4]([O:3][C:1]([NH:8][C@H:9]([C:17]([O:19][CH2:41][C:31]12[CH2:40][CH:35]3[CH2:34][CH:33]([CH2:39][CH:37]([CH2:36]3)[CH2:38]1)[CH2:32]2)=[O:18])[CH2:10][C:11]1[CH:12]=[CH:13][CH:14]=[CH:15][CH:16]=1)=[O:2])([CH3:5])([CH3:7])[CH3:6]. The catalyst class is: 154. (3) Reactant: [NH2:1][C:2]1[S:6][C:5]2[CH2:7][CH2:8][CH2:9][CH2:10][C:4]=2[C:3]=1[C:11]([O:13][C:14]([CH3:17])([CH3:16])[CH3:15])=[O:12].N1C=CC=CC=1.[Cl:24][C:25]1[CH:26]=[C:27]([S:32](Cl)(=[O:34])=[O:33])[CH:28]=[CH:29][C:30]=1[Cl:31].O. Product: [Cl:24][C:25]1[CH:26]=[C:27]([S:32]([NH:1][C:2]2[S:6][C:5]3[CH2:7][CH2:8][CH2:9][CH2:10][C:4]=3[C:3]=2[C:11]([O:13][C:14]([CH3:17])([CH3:16])[CH3:15])=[O:12])(=[O:33])=[O:34])[CH:28]=[CH:29][C:30]=1[Cl:31]. The catalyst class is: 2. (4) Reactant: NC(N)=O.[CH2:5]([N:7]=[C:8]=[O:9])[CH3:6].[CH3:10][O:11][C:12]([C:14]1[S:33][C:17]2[C:18]3[CH:19]=[CH:20][CH:21]=[C:22]([NH:25][CH2:26][CH:27]4[CH2:32][CH2:31][CH2:30][CH2:29][CH2:28]4)[C:23]=3[S:24][C:16]=2[C:15]=1[O:34][CH2:35][C:36]([O:38][CH2:39][CH3:40])=[O:37])=[O:13]. Product: [CH3:10][O:11][C:12]([C:14]1[S:33][C:17]2[C:18]3[CH:19]=[CH:20][CH:21]=[C:22]([N:25]([CH2:26][CH:27]4[CH2:32][CH2:31][CH2:30][CH2:29][CH2:28]4)[C:8]([NH:7][CH2:5][CH3:6])=[O:9])[C:23]=3[S:24][C:16]=2[C:15]=1[O:34][CH2:35][C:36]([O:38][CH2:39][CH3:40])=[O:37])=[O:13]. The catalyst class is: 864. (5) Reactant: [O:1]1[CH:5]=[CH:4][CH:3]=[C:2]1[C:6]1[O:7][C:8]([CH3:40])=[C:9]([CH2:11][O:12][C:13]2[CH:37]=[CH:36][C:16]([CH2:17][O:18][C:19]3[C:23]([C:24](OCC)=[O:25])=[CH:22][N:21]([CH2:29][C:30]4[CH:31]=[N:32][CH:33]=[CH:34][CH:35]=4)[N:20]=3)=[CH:15][C:14]=2[O:38][CH3:39])[N:10]=1.[H-].[Al+3].[Li+].[H-].[H-].[H-].O.O.O.O.O.O.O.O.O.O.S([O-])([O-])(=O)=O.[Na+].[Na+]. Product: [O:1]1[CH:5]=[CH:4][CH:3]=[C:2]1[C:6]1[O:7][C:8]([CH3:40])=[C:9]([CH2:11][O:12][C:13]2[CH:37]=[CH:36][C:16]([CH2:17][O:18][C:19]3[C:23]([CH2:24][OH:25])=[CH:22][N:21]([CH2:29][C:30]4[CH:31]=[N:32][CH:33]=[CH:34][CH:35]=4)[N:20]=3)=[CH:15][C:14]=2[O:38][CH3:39])[N:10]=1. The catalyst class is: 54. (6) Reactant: [CH3:1][C:2]1[C:6]([C:7]2[CH:8]=[C:9](I)[C:10]3[NH:14][C:13](=[O:15])[NH:12][C:11]=3[CH:16]=2)=[C:5]([CH3:18])[O:4][N:3]=1.[F:19][C:20]1[CH:25]=[CH:24][C:23]([C:26](B(O)O)=[CH2:27])=[CH:22][CH:21]=1.N12CCCN=C1CCCCC2.O. Product: [CH3:1][C:2]1[C:6]([C:7]2[CH:8]=[C:9]([C:26]([C:23]3[CH:24]=[CH:25][C:20]([F:19])=[CH:21][CH:22]=3)=[CH2:27])[C:10]3[NH:14][C:13](=[O:15])[NH:12][C:11]=3[CH:16]=2)=[C:5]([CH3:18])[O:4][N:3]=1. The catalyst class is: 60. (7) Reactant: Cl.[N:2]([O-])=O.[Na+].[NH2:6][C:7]1[CH:12]=[CH:11][CH:10]=[CH:9][CH:8]=1.C([O-])(=O)C.[Na+].[C:18](#[N:22])[CH2:19][C:20]#[N:21]. Product: [C:7]1([N:6]=[N:2][CH:19]([C:18]#[N:22])[C:20]#[N:21])[CH:12]=[CH:11][CH:10]=[CH:9][CH:8]=1. The catalyst class is: 97. (8) Reactant: Cl[S:2]([CH2:5][CH2:6][CH2:7][NH:8][C:9](=[O:11])[CH3:10])(=[O:4])=[O:3].[OH:12][CH2:13][C:14]([CH3:23])([CH3:22])[CH2:15][CH:16]1[CH2:20][O:19][C:18](=[O:21])[O:17]1.C(N(CC)CC)C. Product: [C:9]([NH:8][CH2:7][CH2:6][CH2:5][S:2]([O:12][CH2:13][C:14]([CH3:23])([CH3:22])[CH2:15][CH:16]1[CH2:20][O:19][C:18](=[O:21])[O:17]1)(=[O:4])=[O:3])(=[O:11])[CH3:10]. The catalyst class is: 154. (9) The catalyst class is: 18. Product: [Br:1][C:2]1[CH:16]=[C:17]([C:18]([NH2:19])=[O:23])[S:4][CH:3]=1. Reactant: [Br:1][C:2]1C=C[S:4][C:3]=1C(O)=O.Cl.C(N=C=N[CH2:16][CH2:17][CH2:18][N:19](C)C)C.O.[OH:23]N1C2C=CC=CC=2N=N1.N. (10) Reactant: [C@@H:1]([NH:5][C:6]1[C:7]([C:20]2[CH:25]=[CH:24][C:23]([F:26])=[CH:22][CH:21]=2)=[N:8][C:9]2[C:14]([N:15]=1)=[CH:13][C:12]([C:16]([O:18]C)=[O:17])=[CH:11][CH:10]=2)([CH2:3][CH3:4])[CH3:2].[H-].[Na+].I[CH3:30]. Product: [C@@H:1]([N:5]([CH3:30])[C:6]1[C:7]([C:20]2[CH:25]=[CH:24][C:23]([F:26])=[CH:22][CH:21]=2)=[N:8][C:9]2[C:14]([N:15]=1)=[CH:13][C:12]([C:16]([OH:18])=[O:17])=[CH:11][CH:10]=2)([CH2:3][CH3:4])[CH3:2]. The catalyst class is: 7.